Task: Predict the reactants needed to synthesize the given product.. Dataset: Full USPTO retrosynthesis dataset with 1.9M reactions from patents (1976-2016) Given the product [Cl:20][C:21]1[C:26]([Cl:27])=[CH:25][CH:24]=[CH:23][C:22]=1[N:28]1[CH2:34][CH2:33][CH2:32][N:31]([CH2:2][CH2:3][CH2:4][O:5][C:6]2[CH:15]=[C:14]3[C:9]([CH2:10][CH2:11][C:12](=[O:16])[NH:13]3)=[CH:8][CH:7]=2)[CH2:30][CH2:29]1, predict the reactants needed to synthesize it. The reactants are: Br[CH2:2][CH2:3][CH2:4][O:5][C:6]1[CH:15]=[C:14]2[C:9]([CH2:10][CH2:11][C:12](=[O:16])[NH:13]2)=[CH:8][CH:7]=1.[Na+].[I-].Cl.[Cl:20][C:21]1[C:26]([Cl:27])=[CH:25][CH:24]=[CH:23][C:22]=1[N:28]1[CH2:34][CH2:33][CH2:32][NH:31][CH2:30][CH2:29]1.C([O-])([O-])=O.[K+].[K+].